From a dataset of Full USPTO retrosynthesis dataset with 1.9M reactions from patents (1976-2016). Predict the reactants needed to synthesize the given product. (1) Given the product [Si:19]([O:18][CH2:17][CH2:16][CH2:15][C:11]1[CH:10]=[C:9]([OH:8])[CH:14]=[CH:13][CH:12]=1)([C:22]([CH3:25])([CH3:24])[CH3:23])([CH3:21])[CH3:20], predict the reactants needed to synthesize it. The reactants are: C([O:8][C:9]1[CH:10]=[C:11]([CH2:15][CH2:16][CH2:17][O:18][Si:19]([C:22]([CH3:25])([CH3:24])[CH3:23])([CH3:21])[CH3:20])[CH:12]=[CH:13][CH:14]=1)C1C=CC=CC=1. (2) Given the product [OH:13][CH2:12][CH2:14][NH:15][C:2]1[C:11]2[C:6](=[CH:7][CH:8]=[CH:9][CH:10]=2)[N:5]=[CH:4][CH:3]=1, predict the reactants needed to synthesize it. The reactants are: Cl[C:2]1[C:11]2[C:6](=[CH:7][CH:8]=[CH:9][CH:10]=2)[N:5]=[CH:4][CH:3]=1.[CH2:12]([CH2:14][NH2:15])[OH:13]. (3) Given the product [Cl:1][C:2]1[C:7]([Cl:8])=[CH:6][CH:5]=[CH:4][C:3]=1[C:9]1[CH:10]=[C:11]2[C:16]3=[C:17]([C@@H:19]4[CH2:24][N:23]([CH2:26][CH:27]=[C:28]([CH3:30])[CH3:29])[CH2:22][CH2:21][C@@H:20]4[N:15]3[CH2:14][CH2:13][CH2:12]2)[CH:18]=1, predict the reactants needed to synthesize it. The reactants are: [Cl:1][C:2]1[C:7]([Cl:8])=[CH:6][CH:5]=[CH:4][C:3]=1[C:9]1[CH:10]=[C:11]2[C:16]3=[C:17]([C@@H:19]4[CH2:24][NH:23][CH2:22][CH2:21][C@@H:20]4[N:15]3[CH2:14][CH2:13][CH2:12]2)[CH:18]=1.Br[CH2:26][CH:27]=[C:28]([CH3:30])[CH3:29].N.